This data is from Reaction yield outcomes from USPTO patents with 853,638 reactions. The task is: Predict the reaction yield, written as a fraction of the theoretical maximum amount of product (1.0 means a 100% yield; for example, 0.34 means a 34% yield). (1) The reactants are [CH3:1][N:2]([CH:10]1[CH2:15][CH2:14][N:13]([CH3:16])[CH2:12][CH2:11]1)[C:3]1[CH:8]=[CH:7][CH:6]=[C:5]([NH2:9])[N:4]=1.[CH:17]1([C:20]([Cl:22])=[O:21])[CH2:19][CH2:18]1. The catalyst is N1C=CC=CC=1. The product is [ClH:22].[CH3:1][N:2]([CH:10]1[CH2:15][CH2:14][N:13]([CH3:16])[CH2:12][CH2:11]1)[C:3]1[N:4]=[C:5]([NH:9][C:20]([CH:17]2[CH2:19][CH2:18]2)=[O:21])[CH:6]=[CH:7][CH:8]=1. The yield is 0.740. (2) The reactants are [C:1]([O:5][C:6]([N:8]([CH:22]([CH3:24])[CH3:23])[CH2:9][CH:10]([C:15]1[CH:20]=[CH:19][C:18]([Cl:21])=[CH:17][CH:16]=1)[C:11]([O:13]C)=[O:12])=[O:7])([CH3:4])([CH3:3])[CH3:2].O([Si](C)(C)C)[K:26]. The catalyst is C1COCC1. The product is [C:1]([O:5][C:6]([N:8]([CH:22]([CH3:24])[CH3:23])[CH2:9][CH:10]([C:15]1[CH:20]=[CH:19][C:18]([Cl:21])=[CH:17][CH:16]=1)[C:11]([O-:13])=[O:12])=[O:7])([CH3:3])([CH3:4])[CH3:2].[K+:26]. The yield is 1.05. (3) The catalyst is ClCCCl. The product is [CH2:1]([O:8][CH2:9][CH:10]([F:31])[CH2:11][N:12]1[CH:16]=[C:15]([C:17]([O:19][C:20]([CH3:23])([CH3:22])[CH3:21])=[O:18])[N:14]=[N:13]1)[C:2]1[CH:7]=[CH:6][CH:5]=[CH:4][CH:3]=1. The reactants are [CH2:1]([O:8][CH2:9][CH:10](O)[CH2:11][N:12]1[CH:16]=[C:15]([C:17]([O:19][C:20]([CH3:23])([CH3:22])[CH3:21])=[O:18])[N:14]=[N:13]1)[C:2]1[CH:7]=[CH:6][CH:5]=[CH:4][CH:3]=1.CCN(S(F)(F)[F:31])CC. The yield is 0.588. (4) The reactants are O=[C:2]([C:13]1[CH:18]=[CH:17][C:16]([C:19]([F:22])([F:21])[F:20])=[CH:15][N:14]=1)[CH2:3][N:4]1[CH:8]=[CH:7][CH:6]=[C:5]1[C:9]([O:11]C)=O.[CH2:23]([NH2:26])[CH2:24][NH2:25]. The catalyst is O1CCOCC1. The product is [F:20][C:19]([F:22])([F:21])[C:16]1[CH:17]=[CH:18][C:13]([C:2]23[NH:26][CH2:23][CH2:24][N:25]2[C:9](=[O:11])[C:5]2[N:4]([CH:8]=[CH:7][CH:6]=2)[CH2:3]3)=[N:14][CH:15]=1. The yield is 0.850.